From a dataset of Reaction yield outcomes from USPTO patents with 853,638 reactions. Predict the reaction yield, written as a fraction of the theoretical maximum amount of product (1.0 means a 100% yield; for example, 0.34 means a 34% yield). (1) The reactants are Cl[CH2:2][C:3]1[O:4][C:5]2[C:6](=[C:8]([C:12]([O:14][CH3:15])=[O:13])[CH:9]=[CH:10][CH:11]=2)[N:7]=1.[NH:16]1[CH2:21][CH2:20][O:19][CH2:18][CH2:17]1. The catalyst is CN(C=O)C. The product is [O:19]1[CH2:20][CH2:21][N:16]([CH2:2][C:3]2[O:4][C:5]3[C:6](=[C:8]([C:12]([O:14][CH3:15])=[O:13])[CH:9]=[CH:10][CH:11]=3)[N:7]=2)[CH2:17][CH2:18]1. The yield is 0.970. (2) The reactants are [NH2:1][C:2]1[C:3]2[S:15][CH:14]=[C:13]([C:16]3[CH:21]=[CH:20][C:19]([NH:22][C:23]([C:25]4[N:26]([CH3:34])[C:27]5[C:32]([CH:33]=4)=[CH:31][CH:30]=[CH:29][CH:28]=5)=[O:24])=[C:18]([O:35][CH3:36])[CH:17]=3)[C:4]=2[C:5](/[N:8]=C/N(C)C)=[N:6][CH:7]=1.[C:37]1([N:43]=[C:44]=[O:45])[CH:42]=[CH:41][CH:40]=[CH:39][CH:38]=1.C(N)=N. The catalyst is N1C=CC=CC=1. The product is [NH2:8][C:5]1[C:4]2[C:13]([C:16]3[CH:21]=[CH:20][C:19]([NH:22][C:23]([C:25]4[N:26]([CH3:34])[C:27]5[C:32]([CH:33]=4)=[CH:31][CH:30]=[CH:29][CH:28]=5)=[O:24])=[C:18]([O:35][CH3:36])[CH:17]=3)=[CH:14][S:15][C:3]=2[C:2]([NH:1][C:44]([NH:43][C:37]2[CH:42]=[CH:41][CH:40]=[CH:39][CH:38]=2)=[O:45])=[CH:7][N:6]=1. The yield is 0.320. (3) The reactants are C(O[C@@H]([C@H](OC(=O)C1C=CC=CC=1)C(O)=O)C(O)=O)(=O)C1C=CC=CC=1.[C:27]([O:33][CH2:34][N:35]1[C:39]2[N:40]=[CH:41][N:42]=[C:43]([C:44]3[CH:45]=[N:46][N:47]([C@@H:49]([CH:53]4[CH2:57][CH2:56][CH2:55][CH2:54]4)[CH2:50][C:51]#[N:52])[CH:48]=3)[C:38]=2[CH:37]=[CH:36]1)(=[O:32])[C:28]([CH3:31])([CH3:30])[CH3:29].C(=O)([O-])[O-].[K+].[K+]. The catalyst is C(OCC)(=O)C.O. The product is [C:27]([O:33][CH2:34][N:35]1[C:39]2[N:40]=[CH:41][N:42]=[C:43]([C:44]3[CH:45]=[N:46][N:47]([C@@H:49]([CH:53]4[CH2:57][CH2:56][CH2:55][CH2:54]4)[CH2:50][C:51]#[N:52])[CH:48]=3)[C:38]=2[CH:37]=[CH:36]1)(=[O:32])[C:28]([CH3:30])([CH3:31])[CH3:29]. The yield is 0.860.